Dataset: Catalyst prediction with 721,799 reactions and 888 catalyst types from USPTO. Task: Predict which catalyst facilitates the given reaction. Product: [CH2:30]([O:29][C:27](=[O:28])[CH2:26][NH:25][CH2:9][CH2:8][N:7]([C:6]([O:5][C:1]([CH3:4])([CH3:3])[CH3:2])=[O:23])[CH2:11][CH2:12][C:13]1[CH:22]=[CH:21][C:16]2[C:17](=[O:20])[O:18][CH2:19][C:15]=2[CH:14]=1)[CH3:31]. The catalyst class is: 5. Reactant: [C:1]([O:5][C:6](=[O:23])[N:7]([CH2:11][CH2:12][C:13]1[CH:22]=[CH:21][C:16]2[C:17](=[O:20])[O:18][CH2:19][C:15]=2[CH:14]=1)[CH2:8][CH:9]=O)([CH3:4])([CH3:3])[CH3:2].Cl.[NH2:25][CH2:26][C:27]([O:29][CH2:30][CH3:31])=[O:28].C([BH3-])#N.[Na+].C(O)(=O)C.